Dataset: Peptide-MHC class I binding affinity with 185,985 pairs from IEDB/IMGT. Task: Regression. Given a peptide amino acid sequence and an MHC pseudo amino acid sequence, predict their binding affinity value. This is MHC class I binding data. (1) The peptide sequence is YFTFDLTAL. The MHC is HLA-A11:01 with pseudo-sequence HLA-A11:01. The binding affinity (normalized) is 0.0847. (2) The peptide sequence is IEDLIFLARSA. The MHC is HLA-B40:02 with pseudo-sequence HLA-B40:02. The binding affinity (normalized) is 0.250. (3) The peptide sequence is YVPSAEDNYL. The MHC is Mamu-A01 with pseudo-sequence Mamu-A01. The binding affinity (normalized) is 0.880. (4) The peptide sequence is KISNCVADY. The MHC is HLA-A01:01 with pseudo-sequence HLA-A01:01. The binding affinity (normalized) is 0.161. (5) The peptide sequence is LIGKEEYVDY. The MHC is HLA-A01:01 with pseudo-sequence HLA-A01:01. The binding affinity (normalized) is 0.170. (6) The peptide sequence is PSPPTCML. The MHC is Mamu-A01 with pseudo-sequence Mamu-A01. The binding affinity (normalized) is 1.00. (7) The peptide sequence is RYSNFAWYF. The MHC is HLA-C04:01 with pseudo-sequence HLA-C04:01. The binding affinity (normalized) is 0.0847. (8) The binding affinity (normalized) is 0.521. The peptide sequence is VLLEARQAY. The MHC is HLA-B15:01 with pseudo-sequence HLA-B15:01. (9) The MHC is HLA-A03:01 with pseudo-sequence HLA-A03:01. The peptide sequence is PSLPSPSR. The binding affinity (normalized) is 0.